Dataset: Forward reaction prediction with 1.9M reactions from USPTO patents (1976-2016). Task: Predict the product of the given reaction. Given the reactants C([O:3][C:4](=[O:35])[CH2:5][C@@H:6]([C:26]1[CH:34]=[CH:33][C:29]2[CH2:30][CH2:31][O:32][C:28]=2[CH:27]=1)[NH:7][C:8](=[O:25])[CH2:9][CH2:10][CH:11]1[CH2:24][C:15]2=[N:16][C:17]3[NH:18][CH2:19][CH2:20][CH2:21][C:22]=3[CH:23]=[C:14]2[CH2:13][CH2:12]1)C.[OH-].[Na+], predict the reaction product. The product is: [O:32]1[C:28]2[CH:27]=[C:26]([C@@H:6]([NH:7][C:8](=[O:25])[CH2:9][CH2:10][CH:11]3[CH2:24][C:15]4=[N:16][C:17]5[NH:18][CH2:19][CH2:20][CH2:21][C:22]=5[CH:23]=[C:14]4[CH2:13][CH2:12]3)[CH2:5][C:4]([OH:35])=[O:3])[CH:34]=[CH:33][C:29]=2[CH2:30][CH2:31]1.